This data is from Reaction yield outcomes from USPTO patents with 853,638 reactions. The task is: Predict the reaction yield, written as a fraction of the theoretical maximum amount of product (1.0 means a 100% yield; for example, 0.34 means a 34% yield). The reactants are C(O[C@H]1C2C(=CC(OCCC)=CC=2)[C@@H](N)C1)C=C.CCC(C)[BH-](C(C)CC)C(C)CC.[Li+].[F:33][C:34]([F:50])([F:49])[C:35]([NH:37][CH:38]1[C:46]2[C:41](=[CH:42][CH:43]=[C:44]([CH3:47])[CH:45]=2)[C:40](=[O:48])[CH2:39]1)=[O:36].CC[C@@H]1C(=O)OC[C@@H]1CC1N(C)C=NC=1.Cl. The catalyst is C1COCC1. The product is [F:33][C:34]([F:49])([F:50])[C:35]([NH:37][CH:38]1[C:46]2[C:41](=[CH:42][CH:43]=[C:44]([CH3:47])[CH:45]=2)[CH:40]([OH:48])[CH2:39]1)=[O:36]. The yield is 0.850.